This data is from Peptide-MHC class II binding affinity with 134,281 pairs from IEDB. The task is: Regression. Given a peptide amino acid sequence and an MHC pseudo amino acid sequence, predict their binding affinity value. This is MHC class II binding data. (1) The peptide sequence is TEDQAMEDIKQMEAESIS. The MHC is HLA-DPA10103-DPB10401 with pseudo-sequence HLA-DPA10103-DPB10401. The binding affinity (normalized) is 0.0984. (2) The peptide sequence is LVGPTPVNIIGRNLLTQLGC. The MHC is DRB1_1101 with pseudo-sequence DRB1_1101. The binding affinity (normalized) is 0.391.